Dataset: Reaction yield outcomes from USPTO patents with 853,638 reactions. Task: Predict the reaction yield, written as a fraction of the theoretical maximum amount of product (1.0 means a 100% yield; for example, 0.34 means a 34% yield). (1) The reactants are [CH2:1]([C:8]1[CH:13]=[CH:12][C:11]([N:14]2[C:23]3[C:18](=[CH:19][N:20]=[C:21]4[CH:27]=[CH:26][C:25](Cl)=[CH:24][C:22]4=3)[CH:17]=[CH:16][C:15]2=[O:29])=[CH:10][CH:9]=1)[C:2]1[CH:7]=[CH:6][CH:5]=[CH:4][CH:3]=1.[OH:30][C:31]1[CH:36]=[CH:35][C:34](B(O)O)=[CH:33][CH:32]=1.C([O-])([O-])=O.[Na+].[Na+].C(P(C(C)(C)C)C1C=CC=CC=1C1C(C(C)C)=CC(C(C)C)=CC=1C(C)C)(C)(C)C. The catalyst is O1CCOCC1.CCO.Cl[Pd](Cl)([P](C1C=CC=CC=1)(C1C=CC=CC=1)C1C=CC=CC=1)[P](C1C=CC=CC=1)(C1C=CC=CC=1)C1C=CC=CC=1. The product is [CH2:1]([C:8]1[CH:13]=[CH:12][C:11]([N:14]2[C:23]3[C:18](=[CH:19][N:20]=[C:21]4[CH:27]=[CH:26][C:25]([C:34]5[CH:35]=[CH:36][C:31]([OH:30])=[CH:32][CH:33]=5)=[CH:24][C:22]4=3)[CH:17]=[CH:16][C:15]2=[O:29])=[CH:10][CH:9]=1)[C:2]1[CH:7]=[CH:6][CH:5]=[CH:4][CH:3]=1. The yield is 0.640. (2) The product is [Br:22][C:23]1[CH:28]=[CH:27][C:26]([NH:29][C:12]2[CH:13]=[C:8]([C:6]3[CH:7]=[C:2]([Br:1])[CH:3]=[CH:4][C:5]=3[O:16][CH2:17][C:18]([F:21])([F:20])[F:19])[N:9]=[C:10]([NH2:15])[N:11]=2)=[CH:25][CH:24]=1. No catalyst specified. The yield is 0.340. The reactants are [Br:1][C:2]1[CH:3]=[CH:4][C:5]([O:16][CH2:17][C:18]([F:21])([F:20])[F:19])=[C:6]([C:8]2[CH:13]=[C:12](Cl)[N:11]=[C:10]([NH2:15])[N:9]=2)[CH:7]=1.[Br:22][C:23]1[CH:28]=[CH:27][C:26]([NH2:29])=[CH:25][CH:24]=1. (3) The reactants are [C:9](O[C:9]([O:11][C:12]([CH3:15])([CH3:14])[CH3:13])=[O:10])([O:11][C:12]([CH3:15])([CH3:14])[CH3:13])=[O:10].[CH2:16]1[C@@H:19]([C:20]([OH:22])=[O:21])[NH:18][CH2:17]1.C(=O)([O-])[O-].[Na+].[Na+]. The catalyst is O.C1COCC1. The product is [N:18]1([C:9]([O:11][C:12]([CH3:13])([CH3:14])[CH3:15])=[O:10])[CH2:17][CH2:16][C@H:19]1[C:20]([OH:22])=[O:21]. The yield is 0.950.